From a dataset of Forward reaction prediction with 1.9M reactions from USPTO patents (1976-2016). Predict the product of the given reaction. (1) Given the reactants [F:1][C:2]1[CH:11]=[C:10]2[C:5]([CH2:6][CH2:7][N:8]([C:12]([O:14][C:15]([CH3:18])([CH3:17])[CH3:16])=[O:13])[CH2:9]2)=[CH:4][C:3]=1[N+:19]([O-])=O, predict the reaction product. The product is: [NH2:19][C:3]1[CH:4]=[C:5]2[C:10](=[CH:11][C:2]=1[F:1])[CH2:9][N:8]([C:12]([O:14][C:15]([CH3:18])([CH3:17])[CH3:16])=[O:13])[CH2:7][CH2:6]2. (2) Given the reactants [CH3:1][O:2][C:3]1[CH:15]=[CH:14][C:6]([CH2:7][NH:8][C:9]2[S:10][CH:11]=[CH:12][N:13]=2)=[CH:5][CH:4]=1.C[Si]([N-][Si](C)(C)C)(C)C.[Li+].[Cl:26][C:27]1[C:36]2[C:31](=[CH:32][C:33]([S:38](Cl)(=[O:40])=[O:39])=[CH:34][C:35]=2[CH3:37])[N:30]=[CH:29][CH:28]=1.S(Cl)(Cl)(=O)=O, predict the reaction product. The product is: [Cl:26][C:27]1[C:36]2[C:31](=[CH:32][C:33]([S:38]([N:8]([CH2:7][C:6]3[CH:5]=[CH:4][C:3]([O:2][CH3:1])=[CH:15][CH:14]=3)[C:9]3[S:10][CH:11]=[CH:12][N:13]=3)(=[O:39])=[O:40])=[CH:34][C:35]=2[CH3:37])[N:30]=[CH:29][CH:28]=1. (3) Given the reactants [O:1]1[C:6]2[CH:7]=[CH:8][C:9]([CH2:11][N:12]([CH:20]3[CH2:25][CH2:24][N:23]([CH2:26][CH2:27][N:28]4[C:37]5[C:32](=[CH:33][CH:34]=[C:35]([Cl:38])[CH:36]=5)[C:31]([Cl:39])=[CH:30][C:29]4=[O:40])[CH2:22][CH2:21]3)C(=O)OC(C)(C)C)=[CH:10][C:5]=2[O:4][CH2:3][CH2:2]1.Cl.C(OCC)(=O)C, predict the reaction product. The product is: [ClH:38].[O:1]1[C:6]2[CH:7]=[CH:8][C:9]([CH2:11][NH:12][CH:20]3[CH2:21][CH2:22][N:23]([CH2:26][CH2:27][N:28]4[C:37]5[C:32](=[CH:33][CH:34]=[C:35]([Cl:38])[CH:36]=5)[C:31]([Cl:39])=[CH:30][C:29]4=[O:40])[CH2:24][CH2:25]3)=[CH:10][C:5]=2[O:4][CH2:3][CH2:2]1. (4) Given the reactants FC(F)(F)C(O)=O.[Cl:8][C:9]1[C:10]([F:37])=[C:11]([CH:15]2[C:19]([C:22]3[CH:27]=[CH:26][C:25]([Cl:28])=[CH:24][N:23]=3)([C:20]#[N:21])[CH:18]([CH2:29][C:30]([CH3:33])([CH3:32])[CH3:31])[NH:17][CH:16]2[C:34](O)=[O:35])[CH:12]=[CH:13][CH:14]=1.[CH3:38][C:39]1([CH3:47])[O:43][C@@H:42]([CH2:44][CH2:45][NH2:46])[CH2:41][O:40]1.CN(C(ON1N=NC2C=CC=NC1=2)=[N+](C)C)C.F[P-](F)(F)(F)(F)F.CCN(C(C)C)C(C)C, predict the reaction product. The product is: [CH3:38][C:39]1([CH3:47])[O:43][C@@H:42]([CH2:44][CH2:45][NH:46][C:34]([CH:16]2[CH:15]([C:11]3[CH:12]=[CH:13][CH:14]=[C:9]([Cl:8])[C:10]=3[F:37])[C:19]([C:22]3[CH:27]=[CH:26][C:25]([Cl:28])=[CH:24][N:23]=3)([C:20]#[N:21])[CH:18]([CH2:29][C:30]([CH3:31])([CH3:32])[CH3:33])[NH:17]2)=[O:35])[CH2:41][O:40]1.